Predict the product of the given reaction. From a dataset of Forward reaction prediction with 1.9M reactions from USPTO patents (1976-2016). (1) Given the reactants [Cl:1][C:2]1[S:6][C:5]([C:7]2[N:12]=[C:11]([NH:13][C:14]3[CH:19]=[CH:18][C:17]([CH2:20][C:21]4[NH:22][CH:23]=[C:24]([C:26]([O:28]C)=[O:27])[N:25]=4)=[CH:16][CH:15]=3)[C:10]([CH2:30][CH3:31])=[C:9]([CH3:32])[N:8]=2)=[CH:4][CH:3]=1.[Li+].[OH-].O.C1COCC1.Cl, predict the reaction product. The product is: [Cl:1][C:2]1[S:6][C:5]([C:7]2[N:12]=[C:11]([NH:13][C:14]3[CH:15]=[CH:16][C:17]([CH2:20][C:21]4[NH:22][CH:23]=[C:24]([C:26]([OH:28])=[O:27])[N:25]=4)=[CH:18][CH:19]=3)[C:10]([CH2:30][CH3:31])=[C:9]([CH3:32])[N:8]=2)=[CH:4][CH:3]=1. (2) Given the reactants [F:1][C:2]1[CH:9]=[CH:8][C:7]([CH:10]=[O:11])=[CH:6][C:3]=1[C:4]#[N:5].[Si]([C:16]([F:19])([F:18])[F:17])(C)(C)C.Cl, predict the reaction product. The product is: [F:1][C:2]1[CH:9]=[CH:8][C:7]([CH:10]([OH:11])[C:16]([F:19])([F:18])[F:17])=[CH:6][C:3]=1[C:4]#[N:5].